This data is from Reaction yield outcomes from USPTO patents with 853,638 reactions. The task is: Predict the reaction yield, written as a fraction of the theoretical maximum amount of product (1.0 means a 100% yield; for example, 0.34 means a 34% yield). (1) The reactants are [Cl:1][C:2]1[CH:7]=[C:6]([C:8]([N:10]2[C:23]3[C:18](=[CH:19][C:20]([Cl:24])=[CH:21][CH:22]=3)[C:12]3([CH2:17][CH2:16][NH:15][CH2:14][CH2:13]3)[CH2:11]2)=[O:9])[CH:5]=[CH:4][N:3]=1.[Cl:25][C:26]1[CH:31]=[CH:30][C:29](/[C:32](/[Cl:36])=[CH:33]/[CH2:34]Cl)=[CH:28][CH:27]=1. No catalyst specified. The product is [Cl:1][C:2]1[CH:7]=[C:6]([C:8]([N:10]2[C:23]3[C:18](=[CH:19][C:20]([Cl:24])=[CH:21][CH:22]=3)[C:12]3([CH2:13][CH2:14][N:15]([CH2:34]/[CH:33]=[C:32](/[C:29]4[CH:28]=[CH:27][C:26]([Cl:25])=[CH:31][CH:30]=4)\[Cl:36])[CH2:16][CH2:17]3)[CH2:11]2)=[O:9])[CH:5]=[CH:4][N:3]=1. The yield is 0.640. (2) The reactants are [CH:1]1([NH:4][C:5]([C:7]2[C:8]3[CH2:9][CH2:10][C:11]4([NH:20][C:21]=3[C:22]3[N:27]=[C:26]([CH3:28])[N:25]([CH3:29])[C:23]=3[CH:24]=2)[CH2:19][C:18]2[C:13](=[CH:14][CH:15]=[CH:16][CH:17]=2)[CH2:12]4)=[O:6])[CH2:3][CH2:2]1.[CH3:30][S:31]([OH:34])(=[O:33])=[O:32]. The catalyst is CO. The product is [CH3:30][S:31]([OH:34])(=[O:33])=[O:32].[CH:1]1([NH:4][C:5]([C:7]2[C:8]3[CH2:9][CH2:10][C:11]4([NH:20][C:21]=3[C:22]3[N:27]=[C:26]([CH3:28])[N:25]([CH3:29])[C:23]=3[CH:24]=2)[CH2:19][C:18]2[C:13](=[CH:14][CH:15]=[CH:16][CH:17]=2)[CH2:12]4)=[O:6])[CH2:2][CH2:3]1. The yield is 0.160. (3) The product is [Br:1][CH2:33][C:31]1[N:32]=[C:28]([C:22]2[CH:27]=[CH:26][CH:25]=[CH:24][CH:23]=2)[S:29][CH:30]=1. The reactants are [Br:1]Br.C1(P(C2C=CC=CC=2)C2C=CC=CC=2)C=CC=CC=1.[C:22]1([C:28]2[S:29][CH:30]=[C:31]([CH2:33]O)[N:32]=2)[CH:27]=[CH:26][CH:25]=[CH:24][CH:23]=1. The catalyst is C(Cl)Cl. The yield is 0.710.